This data is from Full USPTO retrosynthesis dataset with 1.9M reactions from patents (1976-2016). The task is: Predict the reactants needed to synthesize the given product. Given the product [CH:11]([C:12]1[CH:13]=[N:1][C:2]2[C:7]([CH:17]=1)=[CH:6][CH:5]=[C:4]([NH:8][C:9](=[O:18])[O:10][CH2:11][C:12]1[CH:13]=[CH:14][CH:15]=[CH:16][CH:17]=1)[CH:3]=2)=[O:10], predict the reactants needed to synthesize it. The reactants are: [NH2:1][C:2]1[CH:3]=[C:4]([NH:8][C:9](=[O:18])[O:10][CH2:11][C:12]2[CH:17]=[CH:16][CH:15]=[CH:14][CH:13]=2)[CH:5]=[CH:6][CH:7]=1.